The task is: Predict the product of the given reaction.. This data is from Forward reaction prediction with 1.9M reactions from USPTO patents (1976-2016). The product is: [Cl:3][C:4]1[N:12]=[C:11]2[C:7]([N:8]([CH2:21][O:22][CH2:23][CH2:24][Si:25]([CH3:28])([CH3:27])[CH3:26])[C:9](=[O:19])[N:10]2[CH:13]2[CH2:14][CH2:15][O:16][CH2:17][CH2:18]2)=[CH:6][N:5]=1. Given the reactants [H-].[Na+].[Cl:3][C:4]1[N:12]=[C:11]2[C:7]([NH:8][C:9](=[O:19])[N:10]2[CH:13]2[CH2:18][CH2:17][O:16][CH2:15][CH2:14]2)=[CH:6][N:5]=1.Cl[CH2:21][O:22][CH2:23][CH2:24][Si:25]([CH3:28])([CH3:27])[CH3:26], predict the reaction product.